From a dataset of Full USPTO retrosynthesis dataset with 1.9M reactions from patents (1976-2016). Predict the reactants needed to synthesize the given product. (1) Given the product [CH:26]1([CH2:29][CH2:30][NH:31][C:32]([C:34]2[N:35]=[N:36][C:37]([N:10]3[CH2:9][CH2:8][N:7]([C:2]4[CH:3]=[CH:4][CH:5]=[CH:6][N:1]=4)[CH2:12][CH2:11]3)=[CH:38][CH:39]=2)=[O:33])[CH2:28][CH2:27]1, predict the reactants needed to synthesize it. The reactants are: [N:1]1[CH:6]=[CH:5][CH:4]=[CH:3][C:2]=1[N:7]1[CH2:12][CH2:11][NH:10][CH2:9][CH2:8]1.FC1C=CC(N2CCNCC2)=CC=1.[CH:26]1([CH2:29][CH2:30][NH:31][C:32]([C:34]2[N:35]=[N:36][C:37](Cl)=[CH:38][CH:39]=2)=[O:33])[CH2:28][CH2:27]1. (2) Given the product [Cl:1][C:2]1[CH:3]=[CH:4][C:5]([C:8]2[C:17]3[C:12](=[CH:13][CH:14]=[CH:15][CH:16]=3)[C:11]([NH:18][C:19]3[CH:20]=[CH:21][C:22]([S:25][C:26]4[CH:27]=[CH:28][N:29]=[C:30]5[C:35]=4[NH:34][C:33](=[O:36])[C:32]([O:38][CH3:39])=[CH:31]5)=[CH:23][CH:24]=3)=[N:10][N:9]=2)=[CH:6][CH:7]=1, predict the reactants needed to synthesize it. The reactants are: [Cl:1][C:2]1[CH:7]=[CH:6][C:5]([C:8]2[C:17]3[C:12](=[CH:13][CH:14]=[CH:15][CH:16]=3)[C:11]([NH:18][C:19]3[CH:24]=[CH:23][C:22]([S:25][C:26]4[C:35]5[C:30](=[CH:31][C:32]([O:38][CH3:39])=[C:33]([O:36]C)[N:34]=5)[N:29]=[CH:28][CH:27]=4)=[CH:21][CH:20]=3)=[N:10][N:9]=2)=[CH:4][CH:3]=1.Br.CC(O)=O.[OH-].[Na+]. (3) Given the product [CH2:1]([O:8][C:9]1[CH:16]=[CH:15][C:12]([CH:13]=[CH:29][C:30]([O:32][CH2:33][CH3:34])=[O:31])=[CH:11][C:10]=1[CH:17]1[CH2:21][CH2:20][CH2:19][CH2:18]1)[C:2]1[CH:7]=[CH:6][CH:5]=[CH:4][CH:3]=1, predict the reactants needed to synthesize it. The reactants are: [CH2:1]([O:8][C:9]1[CH:16]=[CH:15][C:12]([CH:13]=O)=[CH:11][C:10]=1[CH:17]1[CH2:21][CH2:20][CH2:19][CH2:18]1)[C:2]1[CH:7]=[CH:6][CH:5]=[CH:4][CH:3]=1.C1(P(C2C=CC=CC=2)(C2C=CC=CC=2)=[CH:29][C:30]([O:32][CH2:33][CH3:34])=[O:31])C=CC=CC=1. (4) Given the product [NH2:22][C:23]1[N:27]([C:28]2[CH:33]=[CH:32][CH:31]=[CH:30][C:29]=2[F:34])[N:26]=[CH:25][C:24]=1[C:35]([NH:1][CH2:2][C@@:3]([OH:21])([C:4]([F:6])([F:7])[F:5])[CH2:8][C:9]([C:12]1[C:20]2[O:19][CH2:18][CH2:17][C:16]=2[CH:15]=[CH:14][CH:13]=1)([CH3:11])[CH3:10])=[O:36], predict the reactants needed to synthesize it. The reactants are: [NH2:1][CH2:2][C@:3]([OH:21])([CH2:8][C:9]([C:12]1[C:20]2[O:19][CH2:18][CH2:17][C:16]=2[CH:15]=[CH:14][CH:13]=1)([CH3:11])[CH3:10])[C:4]([F:7])([F:6])[F:5].[NH2:22][C:23]1[N:27]([C:28]2[CH:33]=[CH:32][CH:31]=[CH:30][C:29]=2[F:34])[N:26]=[CH:25][C:24]=1[C:35](O)=[O:36]. (5) The reactants are: Cl.[NH2:2][C@H:3]1[CH2:6][C@H:5]([N:7]2[C:11]3=[N:12][CH:13]=[CH:14][N:15]=[C:10]3[N:9]([CH:16]3[CH2:18][CH2:17]3)[C:8]2=[O:19])[CH2:4]1.ClC1SC=C([C:26]([O:28][CH3:29])=[O:27])N=1.C([N:33]([CH:36]([CH3:38])C)[CH2:34]C)(C)C.C[S:40](C)=O. Given the product [CH:16]1([N:9]2[C:10]3[C:11](=[N:12][CH:13]=[CH:14][N:15]=3)[N:7]([C@H:5]3[CH2:6][C@H:3]([NH:2][C:34]4[S:40][C:38]([C:26]([O:28][CH3:29])=[O:27])=[CH:36][N:33]=4)[CH2:4]3)[C:8]2=[O:19])[CH2:17][CH2:18]1, predict the reactants needed to synthesize it.